This data is from Forward reaction prediction with 1.9M reactions from USPTO patents (1976-2016). The task is: Predict the product of the given reaction. (1) The product is: [NH:8]1[CH2:13][CH2:12][CH:11]([CH2:14][O:15][C:16]2[CH:17]=[C:18]([O:23][S:24]([C:27]3[CH:32]=[CH:31][CH:30]=[CH:29][C:28]=3[Cl:33])(=[O:25])=[O:26])[CH:19]=[C:20]([CH3:22])[CH:21]=2)[CH2:10][CH2:9]1. Given the reactants C(OC([N:8]1[CH2:13][CH2:12][CH:11]([CH2:14][O:15][C:16]2[CH:17]=[C:18]([O:23][S:24]([C:27]3[CH:32]=[CH:31][CH:30]=[CH:29][C:28]=3[Cl:33])(=[O:26])=[O:25])[CH:19]=[C:20]([CH3:22])[CH:21]=2)[CH2:10][CH2:9]1)=O)(C)(C)C.Cl, predict the reaction product. (2) The product is: [Cl:16][C:17]1[N:22]=[C:21]([O:1][CH2:2][C:3]2([CH2:7][OH:8])[CH2:6][CH2:5][CH2:4]2)[CH:20]=[CH:19][N:18]=1. Given the reactants [OH:1][CH2:2][C:3]1([CH2:7][OH:8])[CH2:6][CH2:5][CH2:4]1.CN(C)C=O.[H-].[Na+].[Cl:16][C:17]1[N:22]=[C:21](Cl)[CH:20]=[CH:19][N:18]=1, predict the reaction product. (3) The product is: [N+:11]([C:5]1[C:6]2[O:10][N:9]=[CH:8][C:7]=2[C:2]([NH:21][CH2:22][CH2:23][CH2:24][NH2:25])=[N:3][CH:4]=1)([O-:13])=[O:12]. Given the reactants Cl[C:2]1[C:7]2[CH:8]=[N:9][O:10][C:6]=2[C:5]([N+:11]([O-:13])=[O:12])=[CH:4][N:3]=1.C([NH:21][CH2:22][CH2:23][CH2:24][NH2:25])(OC(C)(C)C)=O.Cl, predict the reaction product. (4) Given the reactants [C:1]([O:5][C:6](=[O:23])[N:7]([CH2:9][CH2:10][O:11][N:12]1C(=O)C2C(=CC=CC=2)C1=O)[CH3:8])([CH3:4])([CH3:3])[CH3:2].CNN, predict the reaction product. The product is: [C:1]([O:5][C:6](=[O:23])[N:7]([CH2:9][CH2:10][O:11][NH2:12])[CH3:8])([CH3:4])([CH3:2])[CH3:3]. (5) Given the reactants [Cl:1][C:2]1[CH:8]=[CH:7][C:5]([NH2:6])=[C:4]([O:9][C:10]2[CH:15]=[CH:14][C:13]([N+:16]([O-:18])=[O:17])=[CH:12][C:11]=2[Cl:19])[CH:3]=1.Br[CH2:21][C:22]([O:24][CH2:25][CH3:26])=[O:23].C([O-])(=O)C.[Na+], predict the reaction product. The product is: [Cl:1][C:2]1[CH:8]=[CH:7][C:5]([NH:6][CH2:21][C:22]([O:24][CH2:25][CH3:26])=[O:23])=[C:4]([O:9][C:10]2[CH:15]=[CH:14][C:13]([N+:16]([O-:18])=[O:17])=[CH:12][C:11]=2[Cl:19])[CH:3]=1. (6) Given the reactants [C:1]([C:3]1[CH:22]=[C:21]([N+:23]([O-])=O)[CH:20]=[CH:19][C:4]=1[O:5][C:6]1[CH:7]=[C:8]([NH:12][C:13](=[O:18])[C:14]([F:17])([F:16])[F:15])[CH:9]=[CH:10][CH:11]=1)#[N:2].CO, predict the reaction product. The product is: [NH2:23][C:21]1[CH:20]=[CH:19][C:4]([O:5][C:6]2[CH:7]=[C:8]([NH:12][C:13](=[O:18])[C:14]([F:15])([F:16])[F:17])[CH:9]=[CH:10][CH:11]=2)=[C:3]([C:1]#[N:2])[CH:22]=1. (7) The product is: [Cl:24][C:21]1[CH:22]=[CH:23][C:18]([C:3]2[C:2](=[O:29])[NH:7][N:6]3[C:8](=[O:11])[NH:9][N:10]=[C:5]3[C:4]=2[C:12]2[CH:17]=[CH:16][N:15]=[CH:14][CH:13]=2)=[CH:19][CH:20]=1. Given the reactants Cl[C:2]1[C:3]([C:18]2[CH:23]=[CH:22][C:21]([Cl:24])=[CH:20][CH:19]=2)=[C:4]([C:12]2[CH:17]=[CH:16][N:15]=[CH:14][CH:13]=2)[C:5]2[N:6]([C:8](=[O:11])[NH:9][N:10]=2)[N:7]=1.C[Si]([O:29][Si](C)(C)C)(C)C.[K].[Si](O[K])(C)(C)C, predict the reaction product.